From a dataset of Forward reaction prediction with 1.9M reactions from USPTO patents (1976-2016). Predict the product of the given reaction. (1) Given the reactants [C:1]([C:3]1[CH:4]=[C:5]([CH:28]=[C:29]([O:31][C:32]([F:35])([F:34])[F:33])[CH:30]=1)[CH2:6][O:7][C:8]1[CH:16]=[CH:15][C:14]2[N:13]3[CH2:17][CH2:18][CH:19]([CH2:20][C:21]([O:23]C(C)(C)C)=[O:22])[C:12]3=[CH:11][C:10]=2[CH:9]=1)#[N:2].C1(SC)C=CC=CC=1.FC(F)(F)C(O)=O, predict the reaction product. The product is: [C:1]([C:3]1[CH:4]=[C:5]([CH:28]=[C:29]([O:31][C:32]([F:35])([F:33])[F:34])[CH:30]=1)[CH2:6][O:7][C:8]1[CH:16]=[CH:15][C:14]2[N:13]3[CH2:17][CH2:18][CH:19]([CH2:20][C:21]([OH:23])=[O:22])[C:12]3=[CH:11][C:10]=2[CH:9]=1)#[N:2]. (2) Given the reactants [N:1]1[CH:6]=[CH:5][CH:4]=[CH:3][C:2]=1[C:7]([C:9]1[S:13][C:12]([NH2:14])=[N:11][C:10]=1[C:15]1[O:16][CH:17]=[CH:18][CH:19]=1)=[O:8].[C:20](N1C=CN=C1)(N1C=CN=C1)=[O:21].CCCCCC, predict the reaction product. The product is: [O:16]1[CH:17]=[CH:18][CH:19]=[C:15]1[C:10]1[N:11]=[C:12]([N:14]=[C:20]=[O:21])[S:13][C:9]=1[C:7]([C:2]1[CH:3]=[CH:4][CH:5]=[CH:6][N:1]=1)=[O:8].